From a dataset of Catalyst prediction with 721,799 reactions and 888 catalyst types from USPTO. Predict which catalyst facilitates the given reaction. (1) Reactant: [NH2:1][C@H:2]([C:5]1[N:14]([C:15]2[CH:20]=[CH:19][CH:18]=[CH:17][CH:16]=2)[C:13](=[O:21])[C:12]2[C:7](=[CH:8][CH:9]=[CH:10][C:11]=2[F:22])[N:6]=1)[CH2:3][CH3:4].Cl[C:24]1[N:29]=[CH:28][N:27]=[C:26]([NH2:30])[C:25]=1[C:31]1[O:35][N:34]=[C:33]([CH3:36])[N:32]=1.CCN(C(C)C)C(C)C.CCOC(C)=O. The catalyst class is: 114. Product: [NH2:30][C:26]1[N:27]=[CH:28][N:29]=[C:24]([NH:1][C@H:2]([C:5]2[N:14]([C:15]3[CH:16]=[CH:17][CH:18]=[CH:19][CH:20]=3)[C:13](=[O:21])[C:12]3[C:7](=[CH:8][CH:9]=[CH:10][C:11]=3[F:22])[N:6]=2)[CH2:3][CH3:4])[C:25]=1[C:31]1[O:35][N:34]=[C:33]([CH3:36])[N:32]=1. (2) Reactant: [CH3:1][S:2][C:3]1[CH:8]=[CH:7][CH:6]=[CH:5][C:4]=1[OH:9].[C:10](Cl)(=[O:12])[CH3:11].Cl.C(N([CH2:20][CH3:21])CC)C.[OH2:22]. Product: [C:10]([O:9][C:4]1[CH:5]=[C:6]([C:20](=[O:22])[CH3:21])[CH:7]=[CH:8][C:3]=1[S:2][CH3:1])(=[O:12])[CH3:11]. The catalyst class is: 534. (3) Reactant: [Cl:1][C:2]1[CH:3]=[C:4]2[C:9](=[CH:10][C:11]=1[OH:12])[O:8][C:7](=[O:13])[CH:6]=[C:5]2[CH2:14][C:15]([NH:17][CH2:18][CH2:19][N:20]([CH2:22][CH2:23][CH2:24][CH2:25][CH2:26][CH2:27][CH2:28][CH2:29][CH2:30][CH3:31])[CH3:21])=[O:16].[C:32](OC(=O)C)(=[O:34])[CH3:33].N1C=CC=CC=1. Product: [Cl:1][C:2]1[CH:3]=[C:4]2[C:9](=[CH:10][C:11]=1[O:12][C:32](=[O:34])[CH3:33])[O:8][C:7](=[O:13])[CH:6]=[C:5]2[CH2:14][C:15]([NH:17][CH2:18][CH2:19][N:20]([CH2:22][CH2:23][CH2:24][CH2:25][CH2:26][CH2:27][CH2:28][CH2:29][CH2:30][CH3:31])[CH3:21])=[O:16]. The catalyst class is: 4. (4) Reactant: [OH:1][CH:2]([C:18]1[CH:23]=[CH:22][CH:21]=[CH:20][CH:19]=1)[CH:3]([CH2:7][C:8]1[CH:13]=[CH:12][C:11]([C:14]([F:17])([F:16])[F:15])=[CH:10][CH:9]=1)C(O)=O.C1(P(N=[N+]=[N-])(C2C=CC=CC=2)=O)C=CC=CC=1.C([N:43]([CH2:46]C)CC)C.[OH2:48]. Product: [C:18]1([CH:2]2[O:1][C:46](=[O:48])[NH:43][CH:3]2[CH2:7][C:8]2[CH:13]=[CH:12][C:11]([C:14]([F:15])([F:16])[F:17])=[CH:10][CH:9]=2)[CH:23]=[CH:22][CH:21]=[CH:20][CH:19]=1. The catalyst class is: 7. (5) Reactant: [S:1]1[C:5]2[CH:6]=[CH:7][CH:8]=[CH:9][C:4]=2[CH:3]=[C:2]1[CH2:10][C:11]1[CH:12]=[CH:13][C:14]([O:56]COC)=[C:15]([C@@H:17]2[O:46][C@H:45]([CH2:47][O:48][CH2:49][C:50]3[CH:55]=[CH:54][CH:53]=[CH:52][CH:51]=3)[C@@H:36]([O:37][CH2:38][C:39]3[CH:44]=[CH:43][CH:42]=[CH:41][CH:40]=3)[C@H:27]([O:28][CH2:29][C:30]3[CH:35]=[CH:34][CH:33]=[CH:32][CH:31]=3)[C@H:18]2[O:19][CH2:20][C:21]2[CH:26]=[CH:25][CH:24]=[CH:23][CH:22]=2)[CH:16]=1.Cl.C(OCC)(=O)C. Product: [S:1]1[C:5]2[CH:6]=[CH:7][CH:8]=[CH:9][C:4]=2[CH:3]=[C:2]1[CH2:10][C:11]1[CH:12]=[CH:13][C:14]([OH:56])=[C:15]([C@@H:17]2[O:46][C@H:45]([CH2:47][O:48][CH2:49][C:50]3[CH:51]=[CH:52][CH:53]=[CH:54][CH:55]=3)[C@@H:36]([O:37][CH2:38][C:39]3[CH:40]=[CH:41][CH:42]=[CH:43][CH:44]=3)[C@H:27]([O:28][CH2:29][C:30]3[CH:35]=[CH:34][CH:33]=[CH:32][CH:31]=3)[C@H:18]2[O:19][CH2:20][C:21]2[CH:22]=[CH:23][CH:24]=[CH:25][CH:26]=2)[CH:16]=1. The catalyst class is: 13.